From a dataset of Full USPTO retrosynthesis dataset with 1.9M reactions from patents (1976-2016). Predict the reactants needed to synthesize the given product. (1) Given the product [Cl:1][C:2]1[CH:3]=[CH:4][C:5]([NH2:9])=[N:6][C:7]=1[Cl:8], predict the reactants needed to synthesize it. The reactants are: [Cl:1][C:2]1[CH:3]=[CH:4][C:5]([NH:9]C(=O)C(C)(C)C)=[N:6][C:7]=1[Cl:8].Cl.O.CCO. (2) Given the product [F:23][C:22]([F:25])([F:24])[C:19]1[CH:20]=[CH:21][C:16]([O:1][C:2]2[C:7]3[S:8][C:9]([C:11]([O:13][CH3:14])=[O:12])=[CH:10][C:6]=3[CH:5]=[CH:4][CH:3]=2)=[CH:17][CH:18]=1, predict the reactants needed to synthesize it. The reactants are: [OH:1][C:2]1[C:7]2[S:8][C:9]([C:11]([O:13][CH3:14])=[O:12])=[CH:10][C:6]=2[CH:5]=[CH:4][CH:3]=1.I[C:16]1[CH:21]=[CH:20][C:19]([C:22]([F:25])([F:24])[F:23])=[CH:18][CH:17]=1.C(=O)([O-])[O-].[Cs+].[Cs+].Cl.CN(C)CC(O)=O. (3) Given the product [CH3:24][C:19]1([CH3:25])[C:20]([CH3:23])([CH3:22])[O:21][B:17]([C:27]2[CH:35]=[C:34]3[C:30]([CH2:31][CH2:32][CH:33]3[O:36][C:37]3[CH:42]=[CH:41][CH:40]=[CH:39][C:38]=3[CH2:43][C:44]([O:46][CH3:47])=[O:45])=[CH:29][CH:28]=2)[O:18]1, predict the reactants needed to synthesize it. The reactants are: FC1C=C(C=C([B:17]2[O:21][C:20]([CH3:23])([CH3:22])[C:19]([CH3:25])([CH3:24])[O:18]2)C=1)CNC(=O)OC(C)(C)C.Br[C:27]1[CH:35]=[C:34]2[C:30]([CH2:31][CH2:32][CH:33]2[O:36][C:37]2[CH:42]=[CH:41][CH:40]=[CH:39][C:38]=2[CH2:43][C:44]([O:46][CH3:47])=[O:45])=[CH:29][CH:28]=1.